Dataset: Forward reaction prediction with 1.9M reactions from USPTO patents (1976-2016). Task: Predict the product of the given reaction. (1) The product is: [Cl:15][C:12]1[CH:13]=[CH:14][C:9]([C:4]2[C:3]([OH:2])=[CH:8][CH:7]=[CH:6][CH:5]=2)=[C:10]([CH3:16])[CH:11]=1. Given the reactants C[O:2][C:3]1[C:4]([C:9]2[CH:14]=[CH:13][C:12]([Cl:15])=[CH:11][C:10]=2[CH3:16])=[CH:5][CH:6]=[CH:7][CH:8]=1.B(Br)(Br)Br, predict the reaction product. (2) Given the reactants [Cl:1][C:2]1[CH:10]=[CH:9][C:5]2[S:6][CH:7]=[CH:8][C:4]=2[CH:3]=1.[Li]CCCC.CCCCCC.[B:22](OC(C)C)([O:27]C(C)C)[O:23]C(C)C.Cl, predict the reaction product. The product is: [Cl:1][C:2]1[CH:10]=[CH:9][C:5]2[S:6][C:7]([B:22]([OH:27])[OH:23])=[CH:8][C:4]=2[CH:3]=1. (3) Given the reactants [C]=O.[C:3](=O)=[O:4].[H][H].[Ni:8], predict the reaction product. The product is: [C-:3]#[O+:4].[C-:3]#[O+:4].[C-:3]#[O+:4].[C-:3]#[O+:4].[Ni:8]. (4) Given the reactants C([O:8][N:9]1[C:18]2[C:13](=[CH:14][CH:15]=[CH:16][N:17]=2)[C:12]([OH:19])=[C:11]([CH2:20][C:21]([O:23][CH2:24][CH3:25])=[O:22])[C:10]1=[O:26])C1C=CC=CC=1, predict the reaction product. The product is: [OH:8][N:9]1[C:18]2[C:13](=[CH:14][CH:15]=[CH:16][N:17]=2)[C:12]([OH:19])=[C:11]([CH2:20][C:21]([O:23][CH2:24][CH3:25])=[O:22])[C:10]1=[O:26]. (5) Given the reactants Cl[C:2]1[N:7]=[C:6]([NH2:8])[CH:5]=[CH:4][N:3]=1.[CH3:9][C:10]1([CH3:17])[CH:15]([OH:16])[CH2:14][CH2:13][NH:12][CH2:11]1.C(N(CC)CC)C.CC(O)C, predict the reaction product. The product is: [NH2:8][C:6]1[CH:5]=[CH:4][N:3]=[C:2]([N:12]2[CH2:13][CH2:14][CH:15]([OH:16])[C:10]([CH3:17])([CH3:9])[CH2:11]2)[N:7]=1.